This data is from Reaction yield outcomes from USPTO patents with 853,638 reactions. The task is: Predict the reaction yield, written as a fraction of the theoretical maximum amount of product (1.0 means a 100% yield; for example, 0.34 means a 34% yield). (1) The reactants are [CH:1]1([C:6]([C:8]2[CH:13]=[C:12]([CH3:14])[CH:11]=[CH:10][C:9]=2[NH:15][C:16]([NH:18][C:19]2[S:20][CH:21]=[C:22]([CH2:24][CH:25]=O)[N:23]=2)=[O:17])=[O:7])[CH2:5][CH2:4][CH2:3][CH2:2]1.[NH:27]1[CH2:32][CH2:31][O:30][CH2:29][CH2:28]1. No catalyst specified. The product is [CH:1]1([C:6]([C:8]2[CH:13]=[C:12]([CH3:14])[CH:11]=[CH:10][C:9]=2[NH:15][C:16]([NH:18][C:19]2[S:20][CH:21]=[C:22]([CH2:24][CH2:25][N:27]3[CH2:32][CH2:31][O:30][CH2:29][CH2:28]3)[N:23]=2)=[O:17])=[O:7])[CH2:5][CH2:4][CH2:3][CH2:2]1. The yield is 0.310. (2) The reactants are [CH3:1][C:2]1[N:3]([CH2:29][C:30]([O:32]CC)=[O:31])[C:4]2[CH2:5][C:6]([CH3:28])([CH3:27])[CH2:7][C:8](=[O:26])[C:9]=2[C:10]=1[CH2:11][C:12]1[CH:17]=[CH:16][C:15]([S:18]([N:21]2[CH2:25][CH2:24][CH2:23][CH2:22]2)(=[O:20])=[O:19])=[CH:14][CH:13]=1.[OH-].[Na+]. The catalyst is C1COCC1.O. The product is [CH3:1][C:2]1[N:3]([CH2:29][C:30]([OH:32])=[O:31])[C:4]2[CH2:5][C:6]([CH3:28])([CH3:27])[CH2:7][C:8](=[O:26])[C:9]=2[C:10]=1[CH2:11][C:12]1[CH:17]=[CH:16][C:15]([S:18]([N:21]2[CH2:25][CH2:24][CH2:23][CH2:22]2)(=[O:20])=[O:19])=[CH:14][CH:13]=1. The yield is 0.840. (3) The product is [C:21]([O:20][C:18](=[O:19])[NH:25][CH:26]1[CH2:31][CH2:30][N:29]([C:2]2[N:7]=[CH:6][N:5]=[C:4]3[NH:8][N:9]=[CH:10][C:3]=23)[CH2:28][CH2:27]1)([CH3:24])([CH3:22])[CH3:23]. The reactants are Cl[C:2]1[N:7]=[CH:6][N:5]=[C:4]2[NH:8][N:9]=[CH:10][C:3]=12.C(N(CC)CC)C.[C:18]([NH:25][CH:26]1[CH2:31][CH2:30][NH:29][CH2:28][CH2:27]1)([O:20][C:21]([CH3:24])([CH3:23])[CH3:22])=[O:19]. The yield is 0.260. The catalyst is C(O)C. (4) The reactants are [CH3:1][CH:2]1[CH2:7][CH2:6][C:5](=O)[CH2:4][CH2:3]1.C[N:10]1[CH:15]=[C:14]([N+:16]([O-:18])=[O:17])[CH:13]=C([N+]([O-])=O)C1=O.N. The catalyst is C(Cl)(Cl)Cl. The product is [CH3:1][CH:2]1[CH2:7][CH2:6][C:5]2[N:10]=[CH:15][C:14]([N+:16]([O-:18])=[O:17])=[CH:13][C:4]=2[CH2:3]1. The yield is 0.730. (5) The reactants are [OH:1][C:2]1[CH:3]=[C:4]([CH:9]=[C:10]([O:12][CH3:13])[CH:11]=1)[C:5]([O:7][CH3:8])=[O:6].C([O-])([O-])=O.[K+].[K+].Br[CH2:21][CH2:22][O:23][CH2:24][C:25]1[CH:30]=[CH:29][CH:28]=[CH:27][CH:26]=1. The catalyst is CN(C=O)C.CCOC(C)=O. The product is [CH2:24]([O:23][CH2:22][CH2:21][O:1][C:2]1[CH:3]=[C:4]([CH:9]=[C:10]([O:12][CH3:13])[CH:11]=1)[C:5]([O:7][CH3:8])=[O:6])[C:25]1[CH:30]=[CH:29][CH:28]=[CH:27][CH:26]=1. The yield is 0.900. (6) The reactants are [Br:1][C:2]1[CH:3]=[CH:4][C:5]([C:8]([C:10]2[C:11]([O:16][CH3:17])=[N:12][CH:13]=[N:14][CH:15]=2)=[O:9])=[N:6][CH:7]=1.[C:18]([Mg]Cl)([CH3:21])([CH3:20])[CH3:19]. The catalyst is C1COCC1.C(Cl)Cl. The product is [Br:1][C:2]1[CH:3]=[CH:4][C:5]([C:8]([C:10]2[C:11]([O:16][CH3:17])=[N:12][CH:13]=[N:14][CH:15]=2)([OH:9])[C:18]([CH3:21])([CH3:20])[CH3:19])=[N:6][CH:7]=1. The yield is 0.500.